Predict the product of the given reaction. From a dataset of Forward reaction prediction with 1.9M reactions from USPTO patents (1976-2016). (1) Given the reactants [Cl:1][C:2]1[CH:3]=[C:4]2[N:25]=[C:24]([O:26][C@H:27]3[C@H:31]4[O:32][CH2:33][C@@H:34]([OH:35])[C@H:30]4[O:29][CH2:28]3)[N:23]([CH2:36][O:37][CH2:38][CH2:39][Si:40]([CH3:43])([CH3:42])[CH3:41])[C:5]2=[N:6][C:7]=1[C:8]1[CH:13]=[CH:12][C:11](B2OC(C)(C)C(C)(C)O2)=[CH:10][CH:9]=1.Cl[C:45]1[N:50]=[CH:49][C:48]([N:51]=[S:52]([CH3:56])([NH:54][CH3:55])=[O:53])=[CH:47][CH:46]=1, predict the reaction product. The product is: [OH:35][C@H:34]1[C@H:30]2[O:29][CH2:28][C@@H:27]([O:26][C:24]3[N:23]([CH2:36][O:37][CH2:38][CH2:39][Si:40]([CH3:41])([CH3:43])[CH3:42])[C:5]4=[N:6][C:7]([C:8]5[CH:13]=[CH:12][C:11]([C:45]6[N:50]=[CH:49][C:48]([N:51]=[S:52]([CH3:56])([NH:54][CH3:55])=[O:53])=[CH:47][CH:46]=6)=[CH:10][CH:9]=5)=[C:2]([Cl:1])[CH:3]=[C:4]4[N:25]=3)[C@H:31]2[O:32][CH2:33]1. (2) Given the reactants [Cl:1][C:2]1[C:7]([CH2:8][NH:9][C:10](=[O:15])[C:11]([CH3:14])([CH3:13])[CH3:12])=[CH:6][CH:5]=[C:4]([Cl:16])[C:3]=1[NH:17][C:18]1[N:22]([CH3:23])[C:21]2[CH:24]=[C:25]([N:31]3[CH2:36][CH2:35][CH:34]([C:37]([F:40])([F:39])[F:38])[CH2:33][CH2:32]3)[C:26]([C:28]([OH:30])=O)=[CH:27][C:20]=2[N:19]=1.ClC(N(C)C)=C(C)C.[Cl:49][C:50]1[CH:51]=[C:52]([CH:54]=[CH:55][C:56]=1[F:57])[NH2:53].CCN(C(C)C)C(C)C, predict the reaction product. The product is: [Cl:49][C:50]1[CH:51]=[C:52]([NH:53][C:28]([C:26]2[C:25]([N:31]3[CH2:32][CH2:33][CH:34]([C:37]([F:39])([F:38])[F:40])[CH2:35][CH2:36]3)=[CH:24][C:21]3[N:22]([CH3:23])[C:18]([NH:17][C:3]4[C:4]([Cl:16])=[CH:5][CH:6]=[C:7]([CH2:8][NH:9][C:10](=[O:15])[C:11]([CH3:14])([CH3:13])[CH3:12])[C:2]=4[Cl:1])=[N:19][C:20]=3[CH:27]=2)=[O:30])[CH:54]=[CH:55][C:56]=1[F:57]. (3) Given the reactants C([O:5][C:6]([NH:8][C@@H:9]([CH2:13][C:14]1[CH:19]=[CH:18][CH:17]=[CH:16][CH:15]=1)[C@@H:10]1[O:12][CH2:11]1)=[O:7])(C)(C)C.C(O)(=O)CC(CC(O)=O)(C(O)=O)O, predict the reaction product. The product is: [OH:12][CH2:11][C@@H:10]1[O:5][C:6](=[O:7])[NH:8][C@H:9]1[CH2:13][C:14]1[CH:15]=[CH:16][CH:17]=[CH:18][CH:19]=1. (4) Given the reactants Cl.[Cl:2][C:3]1[C:8]([N:9]2[C:13]([CH3:14])=[C:12]([N:15]3[CH2:20][CH2:19][N:18]([C:21]([O:23][C:24](C)([CH3:26])[CH3:25])=[O:22])[CH2:17][CH2:16]3)[N:11]=[N:10]2)=[CH:7][CH:6]=[CH:5][N:4]=1, predict the reaction product. The product is: [Cl:2][C:3]1[C:8]([N:9]2[C:13]([CH3:14])=[C:12]([N:15]3[CH2:20][CH2:19][N:18]([C:21]([O:23][CH:24]([CH3:26])[CH3:25])=[O:22])[CH2:17][CH2:16]3)[N:11]=[N:10]2)=[CH:7][CH:6]=[CH:5][N:4]=1. (5) The product is: [CH3:1][N:2]1[CH2:7][CH2:6][N:5]([S:15]([CH3:18])(=[O:17])=[O:16])[CH2:4][CH2:3]1. Given the reactants [CH3:1][N:2]1[CH2:7][CH2:6][NH:5][CH2:4][CH2:3]1.C(N(CC)CC)C.[S:15](Cl)([CH3:18])(=[O:17])=[O:16], predict the reaction product. (6) Given the reactants [Cl:1][C:2]1[CH:3]=[C:4]([S:8]([NH:11][CH2:12][C:13]([CH3:31])([CH3:30])[C:14]([NH:16][CH:17]2[CH:24]3[CH2:25][C:20]4([C:27](O)=[O:28])[CH2:21][CH:22]([CH2:26][CH:18]2[CH2:19]4)[CH2:23]3)=[O:15])(=[O:10])=[O:9])[CH:5]=[CH:6][CH:7]=1.C1C=CC2N(O)N=[N:38]C=2C=1.CCN=C=NCCCN(C)C.O.N, predict the reaction product. The product is: [Cl:1][C:2]1[CH:3]=[C:4]([S:8]([NH:11][CH2:12][C:13]([CH3:30])([CH3:31])[C:14]([NH:16][CH:17]2[CH:24]3[CH2:25][C:20]4([C:27]([NH2:38])=[O:28])[CH2:21][CH:22]([CH2:26][CH:18]2[CH2:19]4)[CH2:23]3)=[O:15])(=[O:9])=[O:10])[CH:5]=[CH:6][CH:7]=1.